This data is from Forward reaction prediction with 1.9M reactions from USPTO patents (1976-2016). The task is: Predict the product of the given reaction. (1) Given the reactants [Br:1][C:2]1[CH:3]=[C:4]([CH:8]=[C:9]([Br:11])[CH:10]=1)[C:5]([OH:7])=[O:6].[CH2:12](OC(=O)C1C=CC(Br)=C(C(F)(F)F)C=1)[CH3:13], predict the reaction product. The product is: [CH2:12]([O:6][C:5](=[O:7])[C:4]1[CH:3]=[C:2]([Br:1])[CH:10]=[C:9]([Br:11])[CH:8]=1)[CH3:13]. (2) The product is: [OH:16][B:15]1[CH:14]([NH:28][C:29]([C:31]2[CH:40]=[C:39]3[C:38](=[CH:33][CH:32]=2)[N:37]=[CH:36][CH:35]=[CH:34]3)=[O:30])[CH2:13][C:9]2[C:8](=[C:7]([C:6]([OH:5])=[O:43])[CH:12]=[CH:11][CH:10]=2)[O:23]1. Given the reactants C([O:5][C:6](=[O:43])[C:7]1[CH:12]=[CH:11][CH:10]=[C:9]([CH2:13][CH:14]([NH:28][C:29]([C:31]2[CH:32]=[C:33]3[C:38](=[CH:39][CH:40]=2)[N:37]=[CH:36][CH:35]=[CH:34]3)=[O:30])[B:15]2[O:23]C3C(C)(C4CC(C3)C4(C)C)[O:16]2)[C:8]=1OC)(C)(C)C.B(Cl)(Cl)Cl, predict the reaction product. (3) Given the reactants [C:1]([C:3]1[C:11]2[C:6](=[N:7][C:8]([CH3:13])=[CH:9][C:10]=2[CH3:12])[N:5]([CH:14]2C3[C:17](=[CH:18]C=CC=3)[CH2:16][CH2:15]2)[C:4]=1/[CH:23]=[CH:24]/[C:25]([NH:27][C:28]1[CH:29]=[N:30][CH:31]=[CH:32][CH:33]=1)=[O:26])#[N:2].C(C1C2C(=NC(C)=CC=2C)N(CC2CCC[O:49]2)C=1/C=C/C(O)=O)#N, predict the reaction product. The product is: [C:1]([C:3]1[C:11]2[C:6](=[N:7][C:8]([CH3:13])=[CH:9][C:10]=2[CH3:12])[N:5]([CH2:14][CH:15]2[CH2:16][CH2:17][CH2:18][O:49]2)[C:4]=1/[CH:23]=[CH:24]/[C:25]([NH:27][C:28]1[CH:29]=[N:30][CH:31]=[CH:32][CH:33]=1)=[O:26])#[N:2]. (4) Given the reactants ClC1C=CC(O)=CC=1C(NC1C=NC(NC2C=CC(C(N3CCN(C)CC3)=O)=CC=2)=NC=1)=O.[Cl:34][C:35]1[CH:65]=[CH:64][C:63]([O:66]C)=[CH:62][C:36]=1[C:37]([NH:39][C:40]1[CH:41]=[N:42][C:43]([NH:46][C:47]2[CH:52]=[CH:51][CH:50]=[C:49]([C:53](=[O:61])[N:54]([CH2:58][CH2:59][OH:60])[CH:55]([CH3:57])[CH3:56])[CH:48]=2)=[N:44][CH:45]=1)=[O:38].B(Br)(Br)Br, predict the reaction product. The product is: [Cl:34][C:35]1[CH:65]=[CH:64][C:63]([OH:66])=[CH:62][C:36]=1[C:37]([NH:39][C:40]1[CH:45]=[N:44][C:43]([NH:46][C:47]2[CH:52]=[CH:51][CH:50]=[C:49]([C:53](=[O:61])[N:54]([CH2:58][CH2:59][OH:60])[CH:55]([CH3:56])[CH3:57])[CH:48]=2)=[N:42][CH:41]=1)=[O:38].